From a dataset of Catalyst prediction with 721,799 reactions and 888 catalyst types from USPTO. Predict which catalyst facilitates the given reaction. (1) Reactant: [CH3:1][O:2][C:3](=[O:16])[C:4]1[CH:9]=[CH:8][C:7]([CH:10]([OH:15])[CH2:11][CH:12]([CH3:14])[CH3:13])=[CH:6][CH:5]=1.[Cr](Cl)([O-])(=O)=O.[NH+]1C=CC=CC=1. Product: [CH3:1][O:2][C:3](=[O:16])[C:4]1[CH:9]=[CH:8][C:7]([C:10](=[O:15])[CH2:11][CH:12]([CH3:14])[CH3:13])=[CH:6][CH:5]=1. The catalyst class is: 4. (2) Reactant: CS(Cl)(=O)=O.Cl[CH2:7][Cl:8].OC[CH2:11][CH2:12][N:13]1[CH:18]=[CH:17][C:16]2[O:19][C:20]([CH3:22])=[CH:21][C:15]=2[C:14]1=[O:23]. Product: [Cl:8][CH2:7][CH2:11][CH2:12][N:13]1[CH:18]=[CH:17][C:16]2[O:19][C:20]([CH3:22])=[CH:21][C:15]=2[C:14]1=[O:23]. The catalyst class is: 66. (3) Reactant: C([O:8][C:9](=[O:40])[C@H:10]([CH3:39])[CH2:11][C@H:12]([NH:26][C:27](=[O:38])[C:28](=[O:37])[NH:29][NH:30][C:31](=O)[C:32]([F:35])([F:34])[F:33])[CH2:13][C:14]1[CH:19]=[CH:18][C:17]([C:20]2[CH:25]=[CH:24][CH:23]=[CH:22][CH:21]=2)=[CH:16][CH:15]=1)C1C=CC=CC=1.CC[N+](S(N=C(OC)[O-])(=O)=O)(CC)CC. Product: [C:17]1([C:20]2[CH:21]=[CH:22][CH:23]=[CH:24][CH:25]=2)[CH:18]=[CH:19][C:14]([CH2:13][C@@H:12]([NH:26][C:27]([C:28]2[O:37][C:31]([C:32]([F:34])([F:35])[F:33])=[N:30][N:29]=2)=[O:38])[CH2:11][C@@H:10]([CH3:39])[C:9]([OH:8])=[O:40])=[CH:15][CH:16]=1. The catalyst class is: 1. (4) Reactant: [CH3:1][C:2]1[C:10]2[C:5](=[CH:6][CH:7]=[CH:8][CH:9]=2)[CH2:4][CH:3]=1.C=O.[C:13]1([CH3:23])[CH:18]=[CH:17][C:16](S(O)(=O)=O)=[CH:15][CH:14]=1. Product: [CH3:1][C:2]1[C:10]2[C:5](=[CH:6][CH:7]=[CH:8][CH:9]=2)[CH2:4][C:3]=1[CH2:1][C:2]1[CH2:23][C:13]2[C:18]([C:3]=1[CH3:4])=[CH:17][CH:16]=[CH:15][CH:14]=2. The catalyst class is: 11. (5) The catalyst class is: 528. Product: [CH3:1][O:2][C:3]1[C:12]2[N:11]([CH3:13])[C:10](=[O:14])[CH2:9][CH2:8][C:7]=2[C:6]([CH:15]=[O:16])=[CH:5][CH:4]=1. Reactant: [CH3:1][O:2][C:3]1[CH:4]=[CH:5][CH:6]=[C:7]2[C:12]=1[N:11]([CH3:13])[C:10](=[O:14])[CH2:9][CH2:8]2.[CH3:15][O:16]C(Cl)Cl. (6) The catalyst class is: 7. Product: [C:1]([C:3]1[C:8]2[N:9]=[C:10]([N:12]3[CH2:15][CH:14]([CH2:16][C:17]([OH:19])=[O:18])[CH2:13]3)[O:11][C:7]=2[C:6]([N:22]2[CH2:26][CH2:25][C@H:24]([N:27]([CH3:29])[CH3:28])[CH2:23]2)=[C:5]([C:30]2[CH:35]=[CH:34][CH:33]=[CH:32][CH:31]=2)[C:4]=1[CH3:36])#[N:2]. Reactant: [C:1]([C:3]1[C:8]2[N:9]=[C:10]([N:12]3[CH2:15][CH:14]([CH2:16][C:17]([O:19]CC)=[O:18])[CH2:13]3)[O:11][C:7]=2[C:6]([N:22]2[CH2:26][CH2:25][C@H:24]([N:27]([CH3:29])[CH3:28])[CH2:23]2)=[C:5]([C:30]2[CH:35]=[CH:34][CH:33]=[CH:32][CH:31]=2)[C:4]=1[CH3:36])#[N:2].[OH-].[Na+].Cl. (7) Reactant: Cl[C:2]1[C:11]2[C:6](=[CH:7][CH:8]=[CH:9][CH:10]=2)[N:5]=[C:4]([CH3:12])[CH:3]=1.[NH:13]1[CH2:18][CH2:17][O:16][CH2:15][CH2:14]1. Product: [CH3:12][C:4]1[CH:3]=[C:2]([N:13]2[CH2:18][CH2:17][O:16][CH2:15][CH2:14]2)[C:11]2[C:6](=[CH:7][CH:8]=[CH:9][CH:10]=2)[N:5]=1. The catalyst class is: 10. (8) Reactant: C[O:2][C:3]1[CH:4]=[C:5]2[C:10](=[CH:11][C:12]=1[O:13]C)[C:9](=[O:15])[C:8]([CH3:17])([CH3:16])[CH2:7][CH2:6]2. Product: [OH:2][C:3]1[CH:4]=[C:5]2[C:10](=[CH:11][C:12]=1[OH:13])[C:9](=[O:15])[C:8]([CH3:17])([CH3:16])[CH2:7][CH2:6]2. The catalyst class is: 201.